Dataset: Peptide-MHC class II binding affinity with 134,281 pairs from IEDB. Task: Regression. Given a peptide amino acid sequence and an MHC pseudo amino acid sequence, predict their binding affinity value. This is MHC class II binding data. (1) The peptide sequence is TVWAQSAAFPAFKPE. The MHC is DRB3_0101 with pseudo-sequence DRB3_0101. The binding affinity (normalized) is 0.210. (2) The peptide sequence is APTGATTAAAGGYKV. The MHC is DRB1_1201 with pseudo-sequence DRB1_1201. The binding affinity (normalized) is 0. (3) The peptide sequence is NTNYTQVPNKDGDAD. The MHC is DRB1_0101 with pseudo-sequence DRB1_0101. The binding affinity (normalized) is 0.